Task: Regression. Given a peptide amino acid sequence and an MHC pseudo amino acid sequence, predict their binding affinity value. This is MHC class II binding data.. Dataset: Peptide-MHC class II binding affinity with 134,281 pairs from IEDB (1) The peptide sequence is QKEYMERQGKTPLGL. The MHC is DRB1_1501 with pseudo-sequence DRB1_1501. The binding affinity (normalized) is 0.372. (2) The peptide sequence is GGACGYKDVDKPPFS. The MHC is HLA-DQA10104-DQB10503 with pseudo-sequence HLA-DQA10104-DQB10503. The binding affinity (normalized) is 0.118. (3) The peptide sequence is AYGIPKVPPGPNITA. The MHC is DRB1_0301 with pseudo-sequence DRB1_0301. The binding affinity (normalized) is 0. (4) The peptide sequence is HSRNLINELSERMAG. The MHC is HLA-DPA10103-DPB10401 with pseudo-sequence HLA-DPA10103-DPB10401. The binding affinity (normalized) is 0.106.